Task: Predict which catalyst facilitates the given reaction.. Dataset: Catalyst prediction with 721,799 reactions and 888 catalyst types from USPTO Reactant: [CH2:1]([C:3]1[CH:17]=[CH:16][C:6]([CH2:7][C:8]2[CH:13]=[CH:12][N:11]=[N:10][C:9]=2[O:14]C)=[CH:5][CH:4]=1)[CH3:2].C(Cl)(Cl)Cl. Product: [CH2:1]([C:3]1[CH:4]=[CH:5][C:6]([CH2:7][C:8]2[C:9](=[O:14])[NH:10][N:11]=[CH:12][CH:13]=2)=[CH:16][CH:17]=1)[CH3:2]. The catalyst class is: 5.